Dataset: Forward reaction prediction with 1.9M reactions from USPTO patents (1976-2016). Task: Predict the product of the given reaction. (1) Given the reactants Cl.[NH2:2][CH2:3][CH:4]1[CH2:9][CH2:8][CH:7]([NH:10][C:11](=[O:20])[O:12][CH2:13][C:14]2[CH:19]=[CH:18][CH:17]=[CH:16][CH:15]=2)[CH2:6][CH2:5]1.C(N(C(C)C)CC)(C)C.[C:30]([N:38]=[C:39]=[S:40])(=[O:37])[C:31]1[CH:36]=[CH:35][CH:34]=[CH:33][CH:32]=1.O, predict the reaction product. The product is: [CH2:13]([O:12][C:11](=[O:20])[NH:10][CH:7]1[CH2:8][CH2:9][CH:4]([CH2:3][NH:2][C:39]([NH:38][C:30](=[O:37])[C:31]2[CH:32]=[CH:33][CH:34]=[CH:35][CH:36]=2)=[S:40])[CH2:5][CH2:6]1)[C:14]1[CH:15]=[CH:16][CH:17]=[CH:18][CH:19]=1. (2) The product is: [C:41]([O:1][C@@H:2]1[CH2:10][C@@H:5]2[O:6][C:7](=[O:9])[CH2:8][C@@H:4]2[C@H:3]1[CH2:11][O:12][C:13]([C:26]1[CH:27]=[CH:28][CH:29]=[CH:30][CH:31]=1)([C:14]1[CH:19]=[CH:18][CH:17]=[CH:16][CH:15]=1)[C:20]1[CH:21]=[CH:22][CH:23]=[CH:24][CH:25]=1)(=[O:48])[C:42]1[CH:47]=[CH:46][CH:45]=[CH:44][CH:43]=1. Given the reactants [OH:1][C@@H:2]1[CH2:10][C@@H:5]2[O:6][C:7](=[O:9])[CH2:8][C@@H:4]2[CH:3]1[CH2:11][O:12][C:13]([C:26]1[CH:31]=[CH:30][CH:29]=[CH:28][CH:27]=1)([C:20]1[CH:25]=[CH:24][CH:23]=[CH:22][CH:21]=1)[C:14]1[CH:19]=[CH:18][CH:17]=[CH:16][CH:15]=1.CC1C=CN=C(N)C=1C.[C:41](Cl)(=[O:48])[C:42]1[CH:47]=[CH:46][CH:45]=[CH:44][CH:43]=1.C(=O)(O)[O-].[Na+], predict the reaction product. (3) Given the reactants Cl(O)(=O)(=O)=O.[NH:6]1[C:10](=[O:11])[CH2:9][CH2:8][C@H:7]1[C:12]([OH:14])=[O:13].C(OC[CH2:20][CH2:21][CH3:22])(=O)C.[C:23](=O)([O-])[O-].[Na+].[Na+], predict the reaction product. The product is: [NH:6]1[C:10](=[O:11])[CH2:9][CH2:8][C@H:7]1[C:12]([O:14][C:21]([CH3:20])([CH3:22])[CH3:23])=[O:13]. (4) Given the reactants [Cl:1][C:2]1[N:7]=[C:6]([C:8]2([C:12]3[C:21]4[C:16](=[CH:17][CH:18]=[C:19]([O:22][CH2:23][CH2:24][NH:25][S:26]([CH2:29][CH2:30][CH3:31])(=[O:28])=[O:27])[CH:20]=4)[CH2:15][CH2:14][N:13]=3)[CH2:11][CH2:10][CH2:9]2)[CH:5]=[CH:4][CH:3]=1.[BH4-].[Na+], predict the reaction product. The product is: [Cl:1][C:2]1[N:7]=[C:6]([C:8]2([CH:12]3[C:21]4[C:16](=[CH:17][CH:18]=[C:19]([O:22][CH2:23][CH2:24][NH:25][S:26]([CH2:29][CH2:30][CH3:31])(=[O:27])=[O:28])[CH:20]=4)[CH2:15][CH2:14][NH:13]3)[CH2:9][CH2:10][CH2:11]2)[CH:5]=[CH:4][CH:3]=1. (5) Given the reactants [N+:1]([C:4]1[CH:5]=[C:6]([CH:10]=[CH:11][C:12]=1[N+:13]([O-:15])=[O:14])[C:7]([OH:9])=O)([O-:3])=[O:2].[CH3:16][N:17]1[CH2:22][CH2:21][NH:20][CH2:19][CH2:18]1, predict the reaction product. The product is: [N+:1]([C:4]1[CH:5]=[C:6]([C:7]([N:20]2[CH2:21][CH2:22][N:17]([CH3:16])[CH2:18][CH2:19]2)=[O:9])[CH:10]=[CH:11][C:12]=1[N+:13]([O-:15])=[O:14])([O-:3])=[O:2]. (6) Given the reactants [CH3:1][O:2][C:3](=[O:19])[CH:4]([NH:8][C:9](=[O:18])[C:10]1[C:15]([Cl:16])=[CH:14][CH:13]=[CH:12][C:11]=1[Cl:17])[CH2:5][CH:6]=[CH2:7].I[C:21]1[CH:26]=[CH:25][C:24]([C:27]2([O:34][CH3:35])[CH2:33][CH2:32][CH2:31][O:30][CH2:29][CH2:28]2)=[CH:23][CH:22]=1, predict the reaction product. The product is: [CH3:1][O:2][C:3](=[O:19])[CH:4]([NH:8][C:9](=[O:18])[C:10]1[C:11]([Cl:17])=[CH:12][CH:13]=[CH:14][C:15]=1[Cl:16])[CH2:5]/[CH:6]=[CH:7]/[C:21]1[CH:22]=[CH:23][C:24]([C:27]2([O:34][CH3:35])[CH2:33][CH2:32][CH2:31][O:30][CH2:29][CH2:28]2)=[CH:25][CH:26]=1.